From a dataset of Catalyst prediction with 721,799 reactions and 888 catalyst types from USPTO. Predict which catalyst facilitates the given reaction. (1) Reactant: CO[C:3](=[O:14])[C:4]1[C:9]([CH3:10])=[CH:8][C:7]([Br:11])=[CH:6][C:5]=1[CH2:12]Br.[CH:15]1([NH2:18])[CH2:17][CH2:16]1.B(O)O. Product: [Br:11][C:7]1[CH:6]=[C:5]2[C:4](=[C:9]([CH3:10])[CH:8]=1)[C:3](=[O:14])[N:18]([CH:15]1[CH2:17][CH2:16]1)[CH2:12]2. The catalyst class is: 10. (2) Reactant: [C:1]1([CH2:7][N:8]2[C:13](=[O:14])[CH2:12][C:11](=[O:15])[N:10]([CH2:16][CH2:17][CH3:18])[C:9]2=[O:19])[CH:6]=[CH:5][CH:4]=[CH:3][CH:2]=1.C(N(C(C)C)CC)(C)C.[N:29]([CH2:32][C:33]([O:35]CC)=[O:34])=[C:30]=[O:31]. Product: [OH:15][C:11]1[N:10]([CH2:16][CH2:17][CH3:18])[C:9](=[O:19])[N:8]([CH2:7][C:1]2[CH:2]=[CH:3][CH:4]=[CH:5][CH:6]=2)[C:13](=[O:14])[C:12]=1[C:30]([NH:29][CH2:32][C:33]([OH:35])=[O:34])=[O:31]. The catalyst class is: 22.